Dataset: Catalyst prediction with 721,799 reactions and 888 catalyst types from USPTO. Task: Predict which catalyst facilitates the given reaction. (1) Reactant: [Br:1][C:2]1[CH:10]=[C:9]2[C:5]([CH2:6][C:7](=[O:11])[NH:8]2)=[CH:4][CH:3]=1.[CH:12]([C:14]1[NH:15][C:16]([CH3:34])=[C:17]([S:24]([C:27]2[CH:32]=[CH:31][C:30]([CH3:33])=[CH:29][CH:28]=2)(=[O:26])=[O:25])[C:18]=1[CH2:19][CH2:20][C:21]([OH:23])=[O:22])=O.N1CCCCC1. Product: [Br:1][C:2]1[CH:10]=[C:9]2[C:5](/[C:6](=[CH:12]/[C:14]3[NH:15][C:16]([CH3:34])=[C:17]([S:24]([C:27]4[CH:28]=[CH:29][C:30]([CH3:33])=[CH:31][CH:32]=4)(=[O:25])=[O:26])[C:18]=3[CH2:19][CH2:20][C:21]([OH:23])=[O:22])/[C:7](=[O:11])[NH:8]2)=[CH:4][CH:3]=1. The catalyst class is: 8. (2) Reactant: [CH2:1]([O:8][C:9]([CH:11]([CH2:19][CH2:20][C@H:21]([NH:29][C:30]([O:32][C:33]([CH3:36])([CH3:35])[CH3:34])=[O:31])[C:22]([O:24][C:25]([CH3:28])([CH3:27])[CH3:26])=[O:23])[C:12]([O:14][C:15]([CH3:18])([CH3:17])[CH3:16])=[O:13])=[O:10])[C:2]1[CH:7]=[CH:6][CH:5]=[CH:4][CH:3]=1.[H-].[Na+].[CH2:39]([O:46][C:47]1[CH:48]=[CH:49][C:50]([CH2:53]Br)=[N:51][CH:52]=1)[C:40]1[CH:45]=[CH:44][CH:43]=[CH:42][CH:41]=1. Product: [CH2:39]([O:46][C:47]1[CH:48]=[CH:49][C:50]([CH2:53][C:11]([C:12]([O:14][C:15]([CH3:18])([CH3:17])[CH3:16])=[O:13])([C:9]([O:8][CH2:1][C:2]2[CH:3]=[CH:4][CH:5]=[CH:6][CH:7]=2)=[O:10])[CH2:19][CH2:20][C@H:21]([NH:29][C:30]([O:32][C:33]([CH3:36])([CH3:35])[CH3:34])=[O:31])[C:22]([O:24][C:25]([CH3:26])([CH3:27])[CH3:28])=[O:23])=[N:51][CH:52]=1)[C:40]1[CH:41]=[CH:42][CH:43]=[CH:44][CH:45]=1. The catalyst class is: 9. (3) Reactant: [Cl:1][C:2]1[C:3]([N:8]2[C:12]([C:13]3[O:14][C:15](=[O:25])[C:16]4[CH:22]=[C:21]([I:23])[CH:20]=[C:19](O)[C:17]=4[N:18]=3)=[CH:11][C:10]([C:26]([F:29])([F:28])[F:27])=[N:9]2)=[N:4][CH:5]=[CH:6][CH:7]=1.Cl.[C:31]1([NH2:37])([CH:34]2[CH2:36][CH2:35]2)[CH2:33][CH2:32]1.[CH2:38](N(CC)CC)C. Product: [C:31]1([NH:37][C:15]([C:16]2[CH:22]=[C:21]([I:23])[CH:20]=[C:19]([CH3:38])[C:17]=2[NH:18][C:13]([C:12]2[N:8]([C:3]3[C:2]([Cl:1])=[CH:7][CH:6]=[CH:5][N:4]=3)[N:9]=[C:10]([C:26]([F:28])([F:29])[F:27])[CH:11]=2)=[O:14])=[O:25])([CH:34]2[CH2:36][CH2:35]2)[CH2:33][CH2:32]1. The catalyst class is: 1. (4) Reactant: [C:1]1([CH3:13])[CH:6]=[CH:5][C:4]([S:7]([N:10]=[C:11]=[O:12])(=[O:9])=[O:8])=[CH:3][CH:2]=1.[NH2:14][C:15]1[CH:24]=[C:23]2[C:18]([CH2:19][CH2:20][NH:21][CH2:22]2)=[CH:17][CH:16]=1. Product: [CH3:13][C:1]1[CH:2]=[CH:3][C:4]([S:7]([NH:10][C:11]([N:21]2[CH2:20][CH2:19][C:18]3[C:23](=[CH:24][C:15]([NH:14][C:11](=[O:12])[NH:10][S:7]([C:4]4[CH:5]=[CH:6][C:1]([CH3:13])=[CH:2][CH:3]=4)(=[O:8])=[O:9])=[CH:16][CH:17]=3)[CH2:22]2)=[O:12])(=[O:8])=[O:9])=[CH:5][CH:6]=1. The catalyst class is: 2. (5) Reactant: C(=O)([O-])[O-].[Sr+2:5].[C:6]([OH:15])(=[O:14])[C:7]1[C:8](=[CH:10][CH:11]=[CH:12][CH:13]=1)[OH:9]. Product: [C:6]([O-:15])(=[O:14])[C:7]1[C:8](=[CH:10][CH:11]=[CH:12][CH:13]=1)[OH:9].[Sr+2:5].[C:6]([O-:15])(=[O:14])[C:7]1[C:8](=[CH:10][CH:11]=[CH:12][CH:13]=1)[OH:9]. The catalyst class is: 6.